From a dataset of Retrosynthesis with 50K atom-mapped reactions and 10 reaction types from USPTO. Predict the reactants needed to synthesize the given product. (1) Given the product O=C(c1ccccc1)c1ccc(Nc2ccccc2C(=O)O)c([N+](=O)[O-])c1, predict the reactants needed to synthesize it. The reactants are: Nc1ccccc1C(=O)O.O=C(c1ccccc1)c1ccc(Cl)c([N+](=O)[O-])c1. (2) Given the product Cn1nnc(-c2ccccc2O)n1, predict the reactants needed to synthesize it. The reactants are: CI.Oc1ccccc1-c1nn[nH]n1. (3) Given the product Nc1c2c(nc3c(-c4cccnc4F)c(F)ccc13)CN(C1CCC1)C2=O, predict the reactants needed to synthesize it. The reactants are: Nc1c2c(nc3c(Br)c(F)ccc13)CN(C1CCC1)C2=O.OB(O)c1cccnc1F. (4) Given the product CCOC(=O)CCc1cccc(-c2c(CC(=O)Nc3ccc(F)cc3C(F)(F)F)c(=O)oc3cc(Cl)c(C)cc23)c1, predict the reactants needed to synthesize it. The reactants are: CCOC(=O)C=Cc1cccc(-c2c(CC(=O)Nc3ccc(F)cc3C(F)(F)F)c(=O)oc3cc(Cl)c(C)cc23)c1. (5) Given the product COc1ccc(F)c(-c2ncc(CO)cc2CC(C)(C)C)c1, predict the reactants needed to synthesize it. The reactants are: COc1ccc(F)c(-c2ncc(CO[Si](C)(C)C(C)(C)C)cc2CC(C)(C)C)c1.